Dataset: Forward reaction prediction with 1.9M reactions from USPTO patents (1976-2016). Task: Predict the product of the given reaction. Given the reactants CCN(CC)CC.[Cl:8][C:9]1[CH:10]=[C:11]([CH:15]=[CH:16][C:17]=1[Cl:18])[C:12](Cl)=[O:13].[CH3:19][O:20][C:21]1[CH:22]=[C:23]([C@:29]23[CH2:37][N:36]([CH3:38])[CH2:35][C@H:34]2[CH2:33][C@H:32]([NH2:39])[CH2:31][CH2:30]3)[CH:24]=[CH:25][C:26]=1[O:27][CH3:28], predict the reaction product. The product is: [Cl:8][C:9]1[CH:10]=[C:11]([CH:15]=[CH:16][C:17]=1[Cl:18])[C:12]([NH:39][C@@H:32]1[CH2:31][CH2:30][C@:29]2([C:23]3[CH:24]=[CH:25][C:26]([O:27][CH3:28])=[C:21]([O:20][CH3:19])[CH:22]=3)[C@@H:34]([CH2:35][N:36]([CH3:38])[CH2:37]2)[CH2:33]1)=[O:13].